The task is: Predict which catalyst facilitates the given reaction.. This data is from Catalyst prediction with 721,799 reactions and 888 catalyst types from USPTO. (1) Reactant: [CH2:1]([N:3]1[C:7]2=[N:8][C:9]([CH2:48][CH3:49])=[C:10]([CH2:19][NH:20][C:21]([C:23]3[CH:28]=[CH:27][CH:26]=[C:25]([C:29]([NH:31][CH2:32][C:33]4[CH:34]=[C:35]([C:40]5[CH:45]=[CH:44][CH:43]=[C:42]([CH:46]=O)[CH:41]=5)[CH:36]=[C:37]([CH3:39])[CH:38]=4)=[O:30])[CH:24]=3)=[O:22])[C:11]([NH:12][CH:13]3[CH2:18][CH2:17][O:16][CH2:15][CH2:14]3)=[C:6]2[CH:5]=[N:4]1)[CH3:2].[CH3:50][CH:51]1[CH2:56][NH:55][CH2:54][CH:53]([CH3:57])[NH:52]1.CC(O)=O.[BH-](OC(C)=O)(OC(C)=O)OC(C)=O.[Na+]. Product: [CH2:1]([N:3]1[C:7]2=[N:8][C:9]([CH2:48][CH3:49])=[C:10]([CH2:19][NH:20][C:21]([C:23]3[CH:28]=[CH:27][CH:26]=[C:25]([C:29]([NH:31][CH2:32][C:33]4[CH:34]=[C:35]([C:40]5[CH:45]=[CH:44][CH:43]=[C:42]([CH2:46][N:55]6[CH2:54][C@H:53]([CH3:57])[NH:52][C@H:51]([CH3:50])[CH2:56]6)[CH:41]=5)[CH:36]=[C:37]([CH3:39])[CH:38]=4)=[O:30])[CH:24]=3)=[O:22])[C:11]([NH:12][CH:13]3[CH2:18][CH2:17][O:16][CH2:15][CH2:14]3)=[C:6]2[CH:5]=[N:4]1)[CH3:2]. The catalyst class is: 2. (2) Reactant: [Cl:1][C:2]1[CH:7]=[CH:6][N:5]=[C:4]([CH2:8]O)[CH:3]=1.S(Cl)([Cl:12])=O.C(=O)([O-])O.[Na+]. Product: [Cl:1][C:2]1[CH:7]=[CH:6][N:5]=[C:4]([CH2:8][Cl:12])[CH:3]=1. The catalyst class is: 11. (3) Reactant: [NH2:1][C:2]1[C:3]([F:13])=[C:4]([C:9]([F:12])=[CH:10][CH:11]=1)[C:5]([O:7][CH3:8])=[O:6].C(N([CH2:19][CH3:20])CC)C.[C:21]1([S:27](Cl)(=[O:29])=[O:28])[CH:26]=[CH:25][CH:24]=[CH:23][CH:22]=1. Product: [F:13][C:3]1[C:2]([N:1]([S:27]([C:20]2[CH:19]=[CH:23][CH:22]=[CH:21][CH:26]=2)(=[O:29])=[O:28])[S:27]([C:21]2[CH:26]=[CH:25][CH:24]=[CH:23][CH:22]=2)(=[O:29])=[O:28])=[CH:11][CH:10]=[C:9]([F:12])[C:4]=1[C:5]([O:7][CH3:8])=[O:6]. The catalyst class is: 4. (4) Reactant: [F:1][C:2]([F:17])([F:16])/[C:3](/[CH3:15])=[CH:4]/[C:5]1[CH:14]=[CH:13][C:8]([C:9]([O:11]C)=[O:10])=[CH:7][CH:6]=1.[OH-].[Na+]. Product: [F:1][C:2]([F:16])([F:17])/[C:3](/[CH3:15])=[CH:4]/[C:5]1[CH:14]=[CH:13][C:8]([C:9]([OH:11])=[O:10])=[CH:7][CH:6]=1. The catalyst class is: 36. (5) Reactant: CO[C:3]1[CH:11]=[C:10]2[C:6]([CH:7]=[N:8][NH:9]2)=[CH:5][CH:4]=1.[C:12](=[O:15])([O-])[O-].[K+].[K+].[CH3:18]I.N#N. Product: [CH3:12][O:15][C:4]1[CH:5]=[C:6]2[C:10](=[CH:11][CH:3]=1)[N:9]([CH3:18])[N:8]=[CH:7]2. The catalyst class is: 3. (6) Reactant: [CH:1]1([NH2:4])[CH2:3][CH2:2]1.C(O)(=O)C.C(O[BH-](OC(=O)C)OC(=O)C)(=O)C.[Na+].[CH:23]([C:25]1[CH:30]=[CH:29][C:28](/[CH:31]=[CH:32]/[C:33]#[C:34][C:35]2[CH:40]=[CH:39][C:38]([C:41](=[O:53])[N:42]([CH:44]([C:49]([NH:51][CH3:52])=[O:50])[C:45]([O:47][CH3:48])=[O:46])[CH3:43])=[CH:37][CH:36]=2)=[CH:27][CH:26]=1)=O. Product: [CH:1]1([NH:4][CH2:23][C:25]2[CH:30]=[CH:29][C:28](/[CH:31]=[CH:32]/[C:33]#[C:34][C:35]3[CH:40]=[CH:39][C:38]([C:41](=[O:53])[N:42]([CH:44]([C:49]([NH:51][CH3:52])=[O:50])[C:45]([O:47][CH3:48])=[O:46])[CH3:43])=[CH:37][CH:36]=3)=[CH:27][CH:26]=2)[CH2:3][CH2:2]1. The catalyst class is: 146. (7) Reactant: [NH2:1][C@@H:2]1[CH2:7][CH2:6][C@H:5]([N:8]2[CH2:12][CH2:11][C@H:10]([NH:13][C:14](=[O:23])[O:15][CH2:16][C:17]3[CH:22]=[CH:21][CH:20]=[CH:19][CH:18]=3)[C:9]2=[O:24])[C@H:4]([CH2:25][S:26]([CH2:29][CH3:30])(=[O:28])=[O:27])[CH2:3]1.[CH3:31][C:32]([CH3:34])=O.[C:35]([BH3-])#N.[Na+].C=O. Product: [CH:32]([N:1]([CH3:35])[C@@H:2]1[CH2:7][CH2:6][C@H:5]([N:8]2[CH2:12][CH2:11][C@H:10]([NH:13][C:14](=[O:23])[O:15][CH2:16][C:17]3[CH:22]=[CH:21][CH:20]=[CH:19][CH:18]=3)[C:9]2=[O:24])[C@H:4]([CH2:25][S:26]([CH2:29][CH3:30])(=[O:28])=[O:27])[CH2:3]1)([CH3:34])[CH3:31]. The catalyst class is: 2.